This data is from Reaction yield outcomes from USPTO patents with 853,638 reactions. The task is: Predict the reaction yield, written as a fraction of the theoretical maximum amount of product (1.0 means a 100% yield; for example, 0.34 means a 34% yield). (1) The reactants are [CH:1]1([NH2:6])[CH2:5][CH2:4][CH2:3][CH2:2]1.[OH-].[Na+].Cl[C:10]([O:12][CH2:13][CH3:14])=[O:11]. The catalyst is C1COCC1.CC(OC)(C)C.[OH-].[NH4+]. The product is [CH:1]1([NH:6][C:10](=[O:11])[O:12][CH2:13][CH3:14])[CH2:5][CH2:4][CH2:3][CH2:2]1. The yield is 0.950. (2) The reactants are [C:1]([O:5][CH:6]([C:10]1[CH:15]=[CH:14][CH:13]=[C:12]([CH2:16][OH:17])[C:11]=1[C:18]1[CH:19]=[CH:20][C:21]2[O:26][CH2:25][CH2:24][CH2:23][C:22]=2[CH:27]=1)[C:7]([OH:9])=[O:8])([CH3:4])([CH3:3])[CH3:2].[H-].[Na+].I[CH3:31].[Cl-].[NH4+]. The catalyst is O1CCCC1. The product is [C:1]([O:5][CH:6]([C:10]1[CH:15]=[CH:14][CH:13]=[C:12]([CH2:16][O:17][CH3:31])[C:11]=1[C:18]1[CH:19]=[CH:20][C:21]2[O:26][CH2:25][CH2:24][CH2:23][C:22]=2[CH:27]=1)[C:7]([OH:9])=[O:8])([CH3:4])([CH3:2])[CH3:3]. The yield is 0.320.